Binary Classification. Given a miRNA mature sequence and a target amino acid sequence, predict their likelihood of interaction. From a dataset of Experimentally validated miRNA-target interactions with 360,000+ pairs, plus equal number of negative samples. (1) The miRNA is mmu-miR-28c with sequence AGGAGCUCACAGUCUAUUGA. The protein sequence of the target gene is MAGGKAGKDSGKAKTKAVSRSQRAGLQFPVGRIHRHLKSRTTSHGRVGATAAVYSAAILEYLTAEVLELAGNASKDLKVKRITPRHLQLAIRGDEELDSLIKATIAGGGVIPHIHKSLIGKKGQQKTV. Result: 0 (no interaction). (2) The miRNA is hsa-miR-433-5p with sequence UACGGUGAGCCUGUCAUUAUUC. The protein sequence of the target gene is MSRPAHRRPEYHKINKDLFVLTYGALVAQLCKDYEKDEDVNQYLDKMGYGIGTRLVEDFLARSCVGRCHSYSEIIDIIAQVAFKMYLGITPSVTCNNSSKNEFSLILEKNPLVEFVEELPAGRSSLCYCNLLCGIIRGALEMVHLAADVTFLQDRLKGDSVTEIGITFLKKRDEKKYRGKK. Result: 0 (no interaction). (3) The miRNA is hsa-miR-4439 with sequence GUGACUGAUACCUUGGAGGCAU. The protein sequence of the target gene is MASDDFDIVIEAMLEAPYKKEEDEQQRKEVKKDYPSNTTSSTSNSGNETSGSSTIGETSKKKRSRSHNKSRDRKRSRSRDRDRYRRRNSRSRSPGRQCRHRSRSWDRRHGSESRSRDHRREDRVHYRSPPLATGYRYGHSKSPHFREKSPVREPVDNLSPEERDARTVFCMQLAARIRPRDLEDFFSAVGKVRDVRIISDRNSRRSKGIAYVEFCEIQSVPLAIGLTGQRLLGVPIIVQASQAEKNRLAAMANNLQKGNGGPMRLYVGSLHFNITEDMLRGIFEPFGKIDNIVLMKDSDT.... Result: 1 (interaction). (4) The miRNA is hsa-miR-3919 with sequence GCAGAGAACAAAGGACUCAGU. The protein sequence of the target gene is MESLSELQNPLLPRSPAHLHGPYPYPETPPSWSCQEKLYSYLLGGAGPAGAHQLLDPGSLQLAVEAWYRPSCLLGRDKVKEPRAGSCETSFTEDREPQEGPPEQPTGPGQAAENVTIQTVSYGVQEELRDQEDDQEEEESDATSTESESEDNFLTLPPRDHLGLTLFSMLCCFWPLGIAAFYFSQGTSKAISKGDFRLASTTSRRALFLATLAIAVGAGLYVAVVVALAAYMSQNGHG. Result: 0 (no interaction). (5) Result: 1 (interaction). The miRNA is hsa-miR-6797-5p with sequence AGGAGGGAAGGGGCUGAGAACAGGA. The protein sequence of the target gene is MPSSVSWGILLLAGLCCLVPVSLAEDPQGDAAQKTDTSHHDQDHPTFNKITPNLAEFAFSLYRQLAHQSNSTNIFFSPVSIATAFAMLSLGTKADTHDEILEGLNFNLTEIPEAQIHEGFQELLRTLNQPDSQLQLTTGNGLFLSEGLKLVDKFLEDVKKLYHSEAFTVNFGDTEEAKKQINDYVEKGTQGKIVDLVKELDRDTVFALVNYIFFKGKWERPFEVKDTEEEDFHVDQVTTVKVPMMKRLGMFNIQHCKKLSSWVLLMKYLGNATAIFFLPDEGKLQHLENELTHDIITKFL.... (6) The miRNA is hsa-miR-4724-3p with sequence GUACCUUCUGGUUCAGCUAGU. The protein sequence of the target gene is MTSSYGHVLERQPALGGRLDSPGNLDTLQAKKNFSVSHLLDLEEAGDMVAAQADESVGEAGRSLLESPGLTSGSDTPQQDNDQLNSEEKKKRKQRRNRTTFNSSQLQALERVFERTHYPDAFVREDLARRVNLTEARVQVWFQNRRAKFRRNERAMLANKNASLLKSYSGDVTAVEQPIVPRPAPRPTDYLSWGTASPYSAMATYSATCANNSPAQGINMANSIANLRLKAKEYSLQRNQVPTVN. Result: 0 (no interaction).